Dataset: Full USPTO retrosynthesis dataset with 1.9M reactions from patents (1976-2016). Task: Predict the reactants needed to synthesize the given product. Given the product [N:1]1[N:9]2[C:4]([N:5]=[C:6]3[C:7](=[C:8]2[C:10]2[CH:15]=[CH:14][C:13]([OH:16])=[CH:12][CH:11]=2)[CH2:19][CH2:20][CH2:21]3)=[CH:3][CH:2]=1, predict the reactants needed to synthesize it. The reactants are: [N:1]1[N:9]2[C:4]([N:5]=[C:6]3[CH2:21][CH2:20][CH2:19]CC[C:7]3=[C:8]2[C:10]2[CH:15]=[CH:14][C:13]([OH:16])=[CH:12][CH:11]=2)=[CH:3][CH:2]=1.C(OC1C=CC(C2N3C(=CC=N3)N=C3C=2CCC3)=CC=1)C1C=CC=CC=1.[H][H].